Task: Predict the product of the given reaction.. Dataset: Forward reaction prediction with 1.9M reactions from USPTO patents (1976-2016) (1) Given the reactants [CH3:1][O:2][C:3](=[O:11])[C:4]1[CH:9]=[CH:8][C:7](Cl)=[N:6][CH:5]=1.[F:12][C:13]([F:24])([F:23])[C:14]1[CH:19]=[CH:18][C:17](B(O)O)=[CH:16][CH:15]=1.[F-].[Cs+], predict the reaction product. The product is: [CH3:1][O:2][C:3](=[O:11])[C:4]1[CH:9]=[CH:8][C:7]([C:17]2[CH:18]=[CH:19][C:14]([C:13]([F:24])([F:23])[F:12])=[CH:15][CH:16]=2)=[N:6][CH:5]=1. (2) Given the reactants [F:1][C:2]1[C:7]([F:8])=[CH:6][CH:5]=[CH:4][C:3]=1[C:9]1[N:17]=[C:12]2[CH:13]=[N:14][NH:15][CH:16]=[C:11]2[N:10]=1.Cl[CH2:19][C:20]1[CH:25]=[CH:24][C:23]([CH:26]=[CH:27][C:28]2[CH:33]=[CH:32][CH:31]=[CH:30][CH:29]=2)=[CH:22][CH:21]=1, predict the reaction product. The product is: [F:1][C:2]1[C:7]([F:8])=[CH:6][CH:5]=[CH:4][C:3]=1[C:9]1[N:17]=[C:12]2[CH:13]=[N:14][N:15]([CH2:19][C:20]3[CH:25]=[CH:24][C:23]([CH:26]=[CH:27][C:28]4[CH:33]=[CH:32][CH:31]=[CH:30][CH:29]=4)=[CH:22][CH:21]=3)[CH:16]=[C:11]2[N:10]=1. (3) Given the reactants C1C=CC2N(O)N=[N:7]C=2C=1.CCN=C=NCCCN(C)C.Cl.Cl.[C:24]([O:28][C:29]([N:31]1[CH2:34][CH:33]([C:35]2[CH:40]=[CH:39][C:38]([NH:41][C:42]3[N:47]=[C:46]([CH2:48][CH2:49][C:50]4[CH:55]=[CH:54][CH:53]=[CH:52][C:51]=4[CH2:56][C:57]([OH:59])=O)[C:45]([C:60]([F:63])([F:62])[F:61])=[CH:44][N:43]=3)=[CH:37][CH:36]=2)[CH2:32]1)=[O:30])([CH3:27])([CH3:26])[CH3:25].CCN(CC)CC.C(=O)([O-])[O-].[NH4+].[NH4+], predict the reaction product. The product is: [NH2:7][C:57](=[O:59])[CH2:56][C:51]1[CH:52]=[CH:53][CH:54]=[CH:55][C:50]=1[CH2:49][CH2:48][C:46]1[C:45]([C:60]([F:62])([F:61])[F:63])=[CH:44][N:43]=[C:42]([NH:41][C:38]2[CH:39]=[CH:40][C:35]([CH:33]3[CH2:32][N:31]([C:29]([O:28][C:24]([CH3:25])([CH3:26])[CH3:27])=[O:30])[CH2:34]3)=[CH:36][CH:37]=2)[N:47]=1. (4) Given the reactants [CH2:1]([C@@H:8]1[NH:13][CH2:12][CH2:11][N:10]([C:14]2[CH:23]=[CH:22][C:21]([O:24][CH3:25])=[C:20]3[C:15]=2[CH:16]=[CH:17][C:18]([C:26]([F:29])([F:28])[F:27])=[N:19]3)[CH2:9]1)[C:2]1[CH:7]=[CH:6][CH:5]=[CH:4][CH:3]=1.[CH3:30][C:31]1[NH:35][N:34]=[C:33]([CH2:36][C:37](O)=[O:38])[N:32]=1, predict the reaction product. The product is: [CH2:1]([C@H:8]1[CH2:9][N:10]([C:14]2[CH:23]=[CH:22][C:21]([O:24][CH3:25])=[C:20]3[C:15]=2[CH:16]=[CH:17][C:18]([C:26]([F:29])([F:27])[F:28])=[N:19]3)[CH2:11][CH2:12][N:13]1[C:37](=[O:38])[CH2:36][C:33]1[NH:34][N:35]=[C:31]([CH3:30])[N:32]=1)[C:2]1[CH:7]=[CH:6][CH:5]=[CH:4][CH:3]=1. (5) Given the reactants Br[CH2:2][C:3]([C:5]1[C:6](=[O:16])[O:7][C:8]2[C:13]([CH:14]=1)=[CH:12][CH:11]=[CH:10][C:9]=2[Cl:15])=O.[NH2:17][C:18]([NH2:20])=[S:19], predict the reaction product. The product is: [NH2:20][C:18]1[S:19][CH:2]=[C:3]([C:5]2[C:6](=[O:16])[O:7][C:8]3[C:13]([CH:14]=2)=[CH:12][CH:11]=[CH:10][C:9]=3[Cl:15])[N:17]=1.